This data is from NCI-60 drug combinations with 297,098 pairs across 59 cell lines. The task is: Regression. Given two drug SMILES strings and cell line genomic features, predict the synergy score measuring deviation from expected non-interaction effect. (1) Drug 1: C#CCC(CC1=CN=C2C(=N1)C(=NC(=N2)N)N)C3=CC=C(C=C3)C(=O)NC(CCC(=O)O)C(=O)O. Drug 2: C(CN)CNCCSP(=O)(O)O. Cell line: COLO 205. Synergy scores: CSS=0.439, Synergy_ZIP=0.218, Synergy_Bliss=-2.43, Synergy_Loewe=0.349, Synergy_HSA=-3.44. (2) Drug 1: CCC(=C(C1=CC=CC=C1)C2=CC=C(C=C2)OCCN(C)C)C3=CC=CC=C3.C(C(=O)O)C(CC(=O)O)(C(=O)O)O. Drug 2: C#CCC(CC1=CN=C2C(=N1)C(=NC(=N2)N)N)C3=CC=C(C=C3)C(=O)NC(CCC(=O)O)C(=O)O. Cell line: MOLT-4. Synergy scores: CSS=90.5, Synergy_ZIP=1.30, Synergy_Bliss=2.75, Synergy_Loewe=-8.95, Synergy_HSA=1.69. (3) Drug 1: CC1=C(C=C(C=C1)NC2=NC=CC(=N2)N(C)C3=CC4=NN(C(=C4C=C3)C)C)S(=O)(=O)N.Cl. Drug 2: CC(C)CN1C=NC2=C1C3=CC=CC=C3N=C2N. Cell line: NCI-H522. Synergy scores: CSS=-4.73, Synergy_ZIP=0.553, Synergy_Bliss=-3.34, Synergy_Loewe=-4.59, Synergy_HSA=-4.74. (4) Drug 1: C1CCC(C1)C(CC#N)N2C=C(C=N2)C3=C4C=CNC4=NC=N3. Drug 2: C1CNP(=O)(OC1)N(CCCl)CCCl. Cell line: SF-295. Synergy scores: CSS=5.60, Synergy_ZIP=-0.248, Synergy_Bliss=2.66, Synergy_Loewe=-0.244, Synergy_HSA=1.35.